This data is from CYP3A4 inhibition data for predicting drug metabolism from PubChem BioAssay. The task is: Regression/Classification. Given a drug SMILES string, predict its absorption, distribution, metabolism, or excretion properties. Task type varies by dataset: regression for continuous measurements (e.g., permeability, clearance, half-life) or binary classification for categorical outcomes (e.g., BBB penetration, CYP inhibition). Dataset: cyp3a4_veith. The molecule is CCN(CC)S(=O)(=O)c1cc(-c2nn(C)c(=O)c3ccccc23)ccc1C. The result is 1 (inhibitor).